From a dataset of Reaction yield outcomes from USPTO patents with 853,638 reactions. Predict the reaction yield, written as a fraction of the theoretical maximum amount of product (1.0 means a 100% yield; for example, 0.34 means a 34% yield). (1) The reactants are [CH2:1]([O:8][CH2:9][CH2:10][O:11][CH2:12][CH2:13][OH:14])[C:2]1[CH:7]=[CH:6][CH:5]=[CH:4][CH:3]=1.C(N(CC)CC)C.[C:22](Cl)(=[O:25])[CH:23]=[CH2:24]. The catalyst is C1COCC1. The product is [C:22]([O:14][CH2:13][CH2:12][O:11][CH2:10][CH2:9][O:8][CH2:1][C:2]1[CH:7]=[CH:6][CH:5]=[CH:4][CH:3]=1)(=[O:25])[CH:23]=[CH2:24]. The yield is 0.840. (2) The reactants are Cl[C:2]1[C:15]2[C:6](=[N:7][C:8]3[C:9]4[CH:19]=[C:18]([CH3:20])[CH:17]=[C:16]([CH3:21])[C:10]=4[CH2:11][CH2:12][C:13]=3[CH:14]=2)[CH:5]=[CH:4][CH:3]=1.[CH2:22](B(O)O)[CH:23]([CH3:25])[CH3:24].CC(C)=O. The catalyst is C1(C)C=CC=CC=1.CCCCCC.C1C=CC(/C=C/C(/C=C/C2C=CC=CC=2)=O)=CC=1.C1C=CC(/C=C/C(/C=C/C2C=CC=CC=2)=O)=CC=1.C1C=CC(/C=C/C(/C=C/C2C=CC=CC=2)=O)=CC=1.[Pd].[Pd].C1(P(C2CCCCC2)C2C=CC=CC=2C2C(OC)=CC=CC=2OC)CCCCC1. The product is [CH2:22]([C:2]1[C:15]2[C:6](=[N:7][C:8]3[C:9]4[CH:19]=[C:18]([CH3:20])[CH:17]=[C:16]([CH3:21])[C:10]=4[CH2:11][CH2:12][C:13]=3[CH:14]=2)[CH:5]=[CH:4][CH:3]=1)[CH:23]([CH3:25])[CH3:24]. The yield is 0.996. (3) The reactants are [C:1]([O:5][C:6]([N:8]1[CH2:13][CH2:12][CH:11]([C:14]2[CH:19]=[CH:18][C:17]([NH2:20])=[CH:16][CH:15]=2)[CH2:10][CH2:9]1)=[O:7])([CH3:4])([CH3:3])[CH3:2].C1C(=O)N([Br:28])C(=O)C1. The catalyst is CC#N. The product is [C:1]([O:5][C:6]([N:8]1[CH2:13][CH2:12][CH:11]([C:14]2[CH:19]=[CH:18][C:17]([NH2:20])=[C:16]([Br:28])[CH:15]=2)[CH2:10][CH2:9]1)=[O:7])([CH3:4])([CH3:2])[CH3:3]. The yield is 0.970. (4) The reactants are F[C:2]1[N:7]=[C:6]([O:8][CH3:9])[C:5]([C:10]2[C:19]3[C:14](=[CH:15][C:16]([S:20]([NH:23][C:24]4[CH:29]=[CH:28][N:27]=[CH:26][N:25]=4)(=[O:22])=[O:21])=[CH:17][CH:18]=3)[CH:13]=[CH:12][N:11]=2)=[CH:4][CH:3]=1.FC1C(C2C3C(=CC(S(NC4C=CN=CN=4)(=O)=O)=CC=3)C=CN=2)=CC=C(OC)N=1.C([O-])([O-])=O.[K+].[K+].[CH2:65]([NH:69][CH2:70][CH:71]([CH3:73])[CH3:72])[CH:66]([CH3:68])[CH3:67]. The catalyst is CN(C=O)C. The product is [CH2:65]([N:69]([CH2:70][CH:71]([CH3:73])[CH3:72])[C:2]1[N:7]=[C:6]([O:8][CH3:9])[C:5]([C:10]2[C:19]3[C:14](=[CH:15][C:16]([S:20]([NH:23][C:24]4[CH:29]=[CH:28][N:27]=[CH:26][N:25]=4)(=[O:22])=[O:21])=[CH:17][CH:18]=3)[CH:13]=[CH:12][N:11]=2)=[CH:4][CH:3]=1)[CH:66]([CH3:68])[CH3:67]. The yield is 0.360. (5) The reactants are Cl[C:2]1[N:7]=[C:6]([C:8]2[C:16]3[C:11](=[CH:12][N:13]=[C:14]([C:17]4[CH:18]=[N:19][CH:20]=[CH:21][CH:22]=4)[CH:15]=3)[N:10](COCC[Si](C)(C)C)[N:9]=2)[CH:5]=[CH:4][N:3]=1.[NH:31]1[CH2:36][CH2:35][CH2:34][C@@H:33]([NH:37]C(=O)OC(C)(C)C)[CH2:32]1. No catalyst specified. The yield is 0.630. The product is [N:19]1[CH:20]=[CH:21][CH:22]=[C:17]([C:14]2[CH:15]=[C:16]3[C:8]([C:6]4[CH:5]=[CH:4][N:3]=[C:2]([N:31]5[CH2:36][CH2:35][CH2:34][C@@H:33]([NH2:37])[CH2:32]5)[N:7]=4)=[N:9][NH:10][C:11]3=[CH:12][N:13]=2)[CH:18]=1. (6) The reactants are Br[C:2]1[CH:3]=[C:4]([N:8]2[C:16]3[CH2:15][CH2:14][N:13]([S:17]([CH3:19])=[O:18])[CH2:12][C:11]=3[C:10]([C:20]([O:22][CH2:23][CH3:24])=[O:21])=[N:9]2)[CH:5]=[CH:6][CH:7]=1.[C:25]([C@:27]1([OH:34])[CH2:31][CH2:30][N:29]([CH3:32])[C:28]1=[O:33])#[CH:26]. No catalyst specified. The product is [OH:34][C@@:27]1([C:25]#[C:26][C:2]2[CH:3]=[C:4]([N:8]3[C:16]4[CH2:15][CH2:14][N:13]([S:17]([CH3:19])=[O:18])[CH2:12][C:11]=4[C:10]([C:20]([O:22][CH2:23][CH3:24])=[O:21])=[N:9]3)[CH:5]=[CH:6][CH:7]=2)[CH2:31][CH2:30][N:29]([CH3:32])[C:28]1=[O:33]. The yield is 0.350. (7) The reactants are [Cl:1][C:2]1[CH:7]=[CH:6][N:5]=[C:4]([CH2:8][CH2:9][C:10]([O:12][CH2:13][CH3:14])=[O:11])[CH:3]=1.ClC1C=CC=C(C(OO)=[O:23])C=1. The catalyst is C(OCC)(=O)C. The yield is 0.990. The product is [Cl:1][C:2]1[CH:7]=[CH:6][N+:5]([O-:23])=[C:4]([CH2:8][CH2:9][C:10]([O:12][CH2:13][CH3:14])=[O:11])[CH:3]=1. (8) The reactants are [NH2:1][C:2]1[CH:20]=[C:19]([N+:21]([O-:23])=[O:22])[CH:18]=[CH:17][C:3]=1[C:4]([NH:6][CH2:7][CH2:8][C:9]1[CH:14]=[CH:13][C:12]([Cl:15])=[CH:11][C:10]=1[Cl:16])=[O:5].[C:24](Cl)(Cl)=[O:25]. The catalyst is C1(C)C=CC=CC=1. The product is [Cl:16][C:10]1[CH:11]=[C:12]([Cl:15])[CH:13]=[CH:14][C:9]=1[CH2:8][CH2:7][N:6]1[C:4](=[O:5])[C:3]2[C:2](=[CH:20][C:19]([N+:21]([O-:23])=[O:22])=[CH:18][CH:17]=2)[NH:1][C:24]1=[O:25]. The yield is 0.860. (9) The reactants are [Cl:1][C:2]1[C:6]([S:7]([CH3:10])(=[O:9])=[O:8])=[CH:5][S:4][C:3]=1[C:11]([NH:13][CH2:14][C:15]1[CH2:20][C@@H:19]([N+:21]([O-])=O)[C@H:18]([C:24]2[CH:29]=[CH:28][C:27]([Cl:30])=[CH:26][C:25]=2[Cl:31])[CH2:17][CH:16]=1)=[O:12]. The catalyst is [Zn].CO.C(O)(=O)C. The product is [NH2:21][C@@H:19]1[CH2:20][C:15]([CH2:14][NH:13][C:11]([C:3]2[S:4][CH:5]=[C:6]([S:7]([CH3:10])(=[O:9])=[O:8])[C:2]=2[Cl:1])=[O:12])=[CH:16][CH2:17][C@H:18]1[C:24]1[CH:29]=[CH:28][C:27]([Cl:30])=[CH:26][C:25]=1[Cl:31]. The yield is 0.660.